Task: Predict the product of the given reaction.. Dataset: Forward reaction prediction with 1.9M reactions from USPTO patents (1976-2016) Given the reactants CN(C)S(C1C2=CC=C3C(N=C4C(C=CC=C4C(O)=O)=N3)=C2C=CC=1)(=O)=O.[CH3:28][N:29]([CH3:54])[S:30]([C:33]1[CH:53]=[CH:52][C:36]2=[C:37]3[C:46](=[CH:47][CH:48]=[C:35]2[CH:34]=1)[N:45]=[C:44]1[C:39]([C:40]([C:49]([OH:51])=O)=[CH:41][CH:42]=[CH:43]1)=[N:38]3)(=[O:32])=[O:31].[CH3:55][N:56]([CH3:60])[CH2:57][CH2:58][NH2:59], predict the reaction product. The product is: [CH3:55][N:56]([CH3:60])[CH2:57][CH2:58][NH:59][C:49]([C:40]1[C:39]2[C:44](=[N:45][C:46]3[C:37]([N:38]=2)=[C:36]2[CH:52]=[CH:53][C:33]([S:30](=[O:32])(=[O:31])[N:29]([CH3:54])[CH3:28])=[CH:34][C:35]2=[CH:48][CH:47]=3)[CH:43]=[CH:42][CH:41]=1)=[O:51].